From a dataset of Orexin1 receptor HTS with 218,158 compounds and 233 confirmed actives. Binary Classification. Given a drug SMILES string, predict its activity (active/inactive) in a high-throughput screening assay against a specified biological target. The drug is Clc1cc(C(=O)NCCSC)ccc1. The result is 0 (inactive).